The task is: Predict the reaction yield, written as a fraction of the theoretical maximum amount of product (1.0 means a 100% yield; for example, 0.34 means a 34% yield).. This data is from Reaction yield outcomes from USPTO patents with 853,638 reactions. (1) The reactants are [CH3:1][C:2]1[CH:10]=[CH:9][C:5]([C:6]([OH:8])=O)=[CH:4][N:3]=1.C1C=CC2N(O)N=NC=2C=1.CN(C(ON1N=NC2C=CC=CC1=2)=[N+](C)C)C.F[P-](F)(F)(F)(F)F.[CH:45]1([N:49]2[CH2:55][CH2:54][CH2:53][N:52]([C:56]([N:58]3[CH2:61][CH:60]([NH2:62])[CH2:59]3)=[O:57])[CH2:51][CH2:50]2)[CH2:48][CH2:47][CH2:46]1. The catalyst is CN(C=O)C.C(Cl)Cl. The product is [CH:45]1([N:49]2[CH2:55][CH2:54][CH2:53][N:52]([C:56]([N:58]3[CH2:59][CH:60]([NH:62][C:6]([C:5]4[CH:4]=[N:3][C:2]([CH3:1])=[CH:10][CH:9]=4)=[O:8])[CH2:61]3)=[O:57])[CH2:51][CH2:50]2)[CH2:48][CH2:47][CH2:46]1. The yield is 0.340. (2) The reactants are [C:12]([O:11][C:9](O[C:9]([O:11][C:12]([CH3:15])([CH3:14])[CH3:13])=[O:10])=[O:10])([CH3:15])([CH3:14])[CH3:13].[NH:16]1[CH2:19][CH:18]([C:20]([OH:22])=[O:21])[CH2:17]1. The catalyst is C1COCC1.O.[OH-].[K+]. The product is [C:12]([O:11][C:9]([N:16]1[CH2:19][CH:18]([C:20]([OH:22])=[O:21])[CH2:17]1)=[O:10])([CH3:13])([CH3:14])[CH3:15]. The yield is 0.700. (3) The reactants are [F:1][C:2]1[CH:7]=[CH:6][C:5]([CH:8]2[C:12]3[C:13]([CH3:30])=[C:14]([N:19]4[C:27](=O)[C:26]5[C:21](=[CH:22][CH:23]=[CH:24][CH:25]=5)[C:20]4=O)[C:15]([CH3:18])=[C:16]([CH3:17])[C:11]=3[O:10][C:9]2([CH3:32])[CH3:31])=[CH:4][CH:3]=1. The catalyst is C(OCC)(=O)C. The product is [F:1][C:2]1[CH:7]=[CH:6][C:5]([CH:8]2[C:12]3[C:13]([CH3:30])=[C:14]([N:19]4[CH2:20][C:21]5[C:26](=[CH:25][CH:24]=[CH:23][CH:22]=5)[CH2:27]4)[C:15]([CH3:18])=[C:16]([CH3:17])[C:11]=3[O:10][C:9]2([CH3:32])[CH3:31])=[CH:4][CH:3]=1. The yield is 0.550. (4) The reactants are [OH:1][C@@:2]1([C:9]#[C:10][C:11]2[CH:12]=[C:13]([C:17]3[N:18]=[C:19]([C:26]([O-:28])=O)[C:20]4[S:25][CH:24]=[CH:23][C:21]=4[N:22]=3)[CH:14]=[CH:15][CH:16]=2)[CH2:6][CH2:5][N:4]([CH3:7])[C:3]1=[O:8].[NH3:29]. The catalyst is CO. The product is [OH:1][C@@:2]1([C:9]#[C:10][C:11]2[CH:12]=[C:13]([C:17]3[N:18]=[C:19]([C:26]([NH2:29])=[O:28])[C:20]4[S:25][CH:24]=[CH:23][C:21]=4[N:22]=3)[CH:14]=[CH:15][CH:16]=2)[CH2:6][CH2:5][N:4]([CH3:7])[C:3]1=[O:8]. The yield is 0.470.